Dataset: Forward reaction prediction with 1.9M reactions from USPTO patents (1976-2016). Task: Predict the product of the given reaction. (1) Given the reactants C(OC([NH:8][C:9]1[N:14]=[CH:13][C:12]([C:15]2[N:23]=[C:22]3[C:18]([N:19]=[CH:20][N:21]3[CH2:24][CH2:25][C:26](O)=[O:27])=[C:17]([N:29]3[CH2:34][CH2:33][O:32][CH2:31][CH2:30]3)[N:16]=2)=[CH:11][N:10]=1)=O)(C)(C)C.[CH3:35][NH:36][C:37]([CH:39]1[CH2:44][CH2:43][NH:42][CH2:41][CH2:40]1)=[O:38], predict the reaction product. The product is: [NH2:8][C:9]1[N:10]=[CH:11][C:12]([C:15]2[N:23]=[C:22]3[C:18]([N:19]=[CH:20][N:21]3[CH2:24][CH2:25][C:26]([N:42]3[CH2:43][CH2:44][CH:39]([C:37]([NH:36][CH3:35])=[O:38])[CH2:40][CH2:41]3)=[O:27])=[C:17]([N:29]3[CH2:34][CH2:33][O:32][CH2:31][CH2:30]3)[N:16]=2)=[CH:13][N:14]=1. (2) Given the reactants Br[CH2:2][CH2:3][CH:4]([N:6]1[C:10]2[CH:11]=[CH:12][CH:13]=[CH:14][C:9]=2[N:8]([C:15]2[CH:20]=[CH:19][CH:18]=[CH:17][C:16]=2[F:21])[S:7]1(=[O:23])=[O:22])[CH3:5].C1(=O)[NH:28][C:27](=O)C2=CC=CC=C12.[K].CNN, predict the reaction product. The product is: [F:21][C:16]1[CH:17]=[CH:18][CH:19]=[CH:20][C:15]=1[N:8]1[C:9]2[CH:14]=[CH:13][CH:12]=[CH:11][C:10]=2[N:6]([CH:4]([CH3:5])[CH2:3][CH2:2][NH:28][CH3:27])[S:7]1(=[O:22])=[O:23]. (3) Given the reactants C([N:8]1[CH2:13][CH2:12][CH:11]([CH3:14])[CH:10]([NH:15][C:16]2[C:17]3[N:18]([CH:25]=[CH:26][CH:27]=3)[N:19]=[CH:20][C:21]=2[C:22]([NH2:24])=[O:23])[CH2:9]1)C1C=CC=CC=1, predict the reaction product. The product is: [CH3:14][CH:11]1[CH2:12][CH2:13][NH:8][CH2:9][CH:10]1[NH:15][C:16]1[C:17]2[N:18]([CH:25]=[CH:26][CH:27]=2)[N:19]=[CH:20][C:21]=1[C:22]([NH2:24])=[O:23].